This data is from Full USPTO retrosynthesis dataset with 1.9M reactions from patents (1976-2016). The task is: Predict the reactants needed to synthesize the given product. (1) The reactants are: Cl[C:2]1[CH:7]=[C:6]([C:8]2[CH:13]=[C:12]([Cl:14])[CH:11]=[C:10]([Cl:15])[C:9]=2[Cl:16])[N:5]=[C:4]([NH2:17])[N:3]=1.[F:18][C:19]([F:28])([F:27])[C:20]1[CH:25]=[CH:24][C:23]([NH2:26])=[CH:22][CH:21]=1. Given the product [Cl:16][C:9]1[C:10]([Cl:15])=[CH:11][C:12]([Cl:14])=[CH:13][C:8]=1[C:6]1[N:5]=[C:4]([NH2:17])[N:3]=[C:2]([NH:26][C:23]2[CH:24]=[CH:25][C:20]([C:19]([F:18])([F:27])[F:28])=[CH:21][CH:22]=2)[CH:7]=1, predict the reactants needed to synthesize it. (2) Given the product [I:12][C:10]1[CH:9]=[C:4]([CH:3]=[C:2]([NH:1][C:14]2[N:19]=[C:18]([C:20]([F:23])([F:22])[F:21])[CH:17]=[CH:16][N:15]=2)[CH:11]=1)[C:5]([O:7][CH3:8])=[O:6], predict the reactants needed to synthesize it. The reactants are: [NH2:1][C:2]1[CH:3]=[C:4]([CH:9]=[C:10]([I:12])[CH:11]=1)[C:5]([O:7][CH3:8])=[O:6].Cl[C:14]1[N:19]=[C:18]([C:20]([F:23])([F:22])[F:21])[CH:17]=[CH:16][N:15]=1.CS(O)(=O)=O. (3) Given the product [ClH:19].[O:1]1[CH:5]=[N:4][C:3]([C:6]2[CH:7]=[CH:8][C:9]([CH:12]3[CH2:18][O:17][CH2:16][CH2:15][NH:14][CH2:13]3)=[CH:10][CH:11]=2)=[N:2]1, predict the reactants needed to synthesize it. The reactants are: [O:1]1[CH:5]=[N:4][C:3]([C:6]2[CH:11]=[CH:10][C:9]([CH:12]3[CH2:18][O:17][CH2:16][CH2:15][NH:14][CH2:13]3)=[CH:8][CH:7]=2)=[N:2]1.[ClH:19].CC1CCOCCN1.C(N1CC(C2C=CC(C3N=CON=3)=CC=2)COCC1)C1C=CC=CC=1. (4) Given the product [CH3:14][N:15]1[S:16](=[O:18])(=[O:17])[NH:1][C:2]2[C:11]3[C:6](=[CH:7][CH:8]=[CH:9][N:10]=3)[CH:5]=[CH:4][C:3]=2[CH2:12]1, predict the reactants needed to synthesize it. The reactants are: [NH2:1][C:2]1[C:3]([CH:12]=O)=[CH:4][CH:5]=[C:6]2[C:11]=1[N:10]=[CH:9][CH:8]=[CH:7]2.[CH3:14][NH:15][S:16](Cl)(=[O:18])=[O:17].[BH4-].[Na+]. (5) Given the product [CH2:19]([O:18][C:16]([C:15]1[S:10][C:9]([C:8]2[CH:7]=[CH:6][C:5]([C:1]([CH3:4])([CH3:2])[CH3:3])=[CH:13][CH:12]=2)=[N:11][C:21]=1[CH3:23])=[O:17])[CH3:20], predict the reactants needed to synthesize it. The reactants are: [C:1]([C:5]1[CH:13]=[CH:12][C:8]([C:9]([NH2:11])=[S:10])=[CH:7][CH:6]=1)([CH3:4])([CH3:3])[CH3:2].Cl[CH:15]([C:21]([CH3:23])=O)[C:16]([O:18][CH2:19][CH3:20])=[O:17].C(=O)(O)[O-].[K+].C(=O)=O. (6) Given the product [CH3:45][C:46]([CH3:50])([CH3:47])[C:20]([N:17]1[CH2:18][CH2:19][C@@H:15]([CH2:14][C:9]2[N:8]([C:7]3[CH:6]=[CH:5][C:4]([C:27]4[CH:32]=[CH:31][C:30]([O:33][CH3:34])=[CH:29][CH:28]=4)=[CH:3][C:2]=3[F:1])[C:12](=[O:13])[NH:11][N:10]=2)[CH2:16]1)=[O:22], predict the reactants needed to synthesize it. The reactants are: [F:1][C:2]1[CH:3]=[C:4]([C:27]2[CH:32]=[CH:31][C:30]([O:33][CH3:34])=[CH:29][CH:28]=2)[CH:5]=[CH:6][C:7]=1[N:8]1[C:12](=[O:13])[NH:11][N:10]=[C:9]1[CH2:14][C@@H:15]1[CH2:19][CH2:18][N:17]([C:20]([O:22]C(C)(C)C)=O)[CH2:16]1.Cl.C(N(CC)C(C)C)(C)C.[CH3:45][C:46](C)([CH3:50])[C:47](Cl)=O.[NH4+].[Cl-]. (7) Given the product [NH2:14][CH:15]1[CH2:16][CH2:17][C:12]([CH2:11][CH2:10][N:5]2[CH2:6][CH2:7][C@H:8]([OH:9])[C@@H:3]([CH3:2])[CH2:4]2)([OH:13])[CH2:19][CH2:18]1, predict the reactants needed to synthesize it. The reactants are: Cl.[CH3:2][C@@H:3]1[C@@H:8]([OH:9])[CH2:7][CH2:6][N:5]([CH2:10][CH2:11][C:12]23[CH2:19][CH2:18][CH:15]([CH2:16][CH2:17]2)[NH:14][O:13]3)[CH2:4]1. (8) Given the product [F:18][C:19]1[CH:24]=[C:23]([C:25]2[N:30]=[C:29]3[NH:31][N:32]=[C:33]([C:2]4[NH:3][C:4]5[CH2:9][CH2:8][NH:7][CH2:6][C:5]=5[N:17]=4)[C:28]3=[C:27]([NH:43][CH2:44][CH:45]([CH3:48])[CH2:46][OH:47])[N:26]=2)[C:22]([CH2:49][C:50]([F:52])([F:51])[F:53])=[CH:21][C:20]=1[OH:54], predict the reactants needed to synthesize it. The reactants are: I[C:2]1[NH:3][C:4]2[CH2:9][CH2:8][N:7](C(OC(C)(C)C)=O)[CH2:6][C:5]=2[N:17]=1.[F:18][C:19]1[C:20]([O:54]COCC[Si](C)(C)C)=[CH:21][C:22]([CH2:49][C:50]([F:53])([F:52])[F:51])=[C:23]([C:25]2[N:30]=[C:29]3[N:31](COCC[Si](C)(C)C)[N:32]=[C:33](I)[C:28]3=[C:27]([NH:43][CH2:44][CH:45]([CH3:48])[CH2:46][OH:47])[N:26]=2)[CH:24]=1.